Dataset: Forward reaction prediction with 1.9M reactions from USPTO patents (1976-2016). Task: Predict the product of the given reaction. (1) Given the reactants Br[C:2]1[N:7]=[C:6]([C:8]2[N:12]3[CH:13]=[CH:14][C:15]([C:17]([F:20])([F:19])[F:18])=[N:16][C:11]3=[N:10][CH:9]=2)[CH:5]=[CH:4][CH:3]=1.[C:21]([C:23]1[CH:28]=[CH:27][CH:26]=[CH:25][C:24]=1B(O)O)#[N:22].P([O-])([O-])([O-])=O.[K+].[K+].[K+], predict the reaction product. The product is: [F:18][C:17]([F:20])([F:19])[C:15]1[CH:14]=[CH:13][N:12]2[C:8]([C:6]3[N:7]=[C:2]([C:24]4[CH:25]=[CH:26][CH:27]=[CH:28][C:23]=4[C:21]#[N:22])[CH:3]=[CH:4][CH:5]=3)=[CH:9][N:10]=[C:11]2[N:16]=1. (2) Given the reactants [F:1][C:2]([F:14])([F:13])[CH:3]([C:5]1[CH:10]=[CH:9][N:8]=[C:7]([C:11]#[N:12])[CH:6]=1)[OH:4].[C:15](=O)([O-])[O-].[K+].[K+].CI.[Cl-].[NH4+], predict the reaction product. The product is: [F:14][C:2]([F:1])([F:13])[CH:3]([C:5]1[CH:10]=[CH:9][N:8]=[C:7]([C:11]#[N:12])[CH:6]=1)[O:4][CH3:15]. (3) Given the reactants S(=O)(=O)(O)O.[CH2:6]([OH:10])[CH2:7][CH:8]=C.[Cl:11][C:12]1[CH:19]=[CH:18][C:15]([CH:16]=[O:17])=[CH:14][CH:13]=1.[C:20]([O-])(O)=O.[Na+], predict the reaction product. The product is: [Cl:11][C:12]1[CH:19]=[CH:18][C:15]([CH:16]2[CH2:20][CH:6]([OH:10])[CH2:7][CH2:8][O:17]2)=[CH:14][CH:13]=1. (4) Given the reactants [NH2:1][CH2:2][CH:3]1[CH2:8][CH2:7][CH2:6][N:5]([C:9]2[CH:14]=[CH:13][CH:12]=[CH:11][C:10]=2[CH2:15][CH2:16][C:17]([O:19][CH3:20])=[O:18])[CH2:4]1.[Cl:21][C:22]1[CH:27]=[CH:26][C:25]([C:28]2[S:29][C:30]([C:34](O)=[O:35])=[C:31]([CH3:33])[N:32]=2)=[CH:24][CH:23]=1, predict the reaction product. The product is: [Cl:21][C:22]1[CH:23]=[CH:24][C:25]([C:28]2[S:29][C:30]([C:34]([NH:1][CH2:2][CH:3]3[CH2:8][CH2:7][CH2:6][N:5]([C:9]4[CH:14]=[CH:13][CH:12]=[CH:11][C:10]=4[CH2:15][CH2:16][C:17]([O:19][CH3:20])=[O:18])[CH2:4]3)=[O:35])=[C:31]([CH3:33])[N:32]=2)=[CH:26][CH:27]=1.